Dataset: Catalyst prediction with 721,799 reactions and 888 catalyst types from USPTO. Task: Predict which catalyst facilitates the given reaction. (1) Reactant: [Br:1][C:2]1[C:3]([O:23][CH3:24])=[CH:4][C:5]2[N:11]([CH2:12][CH3:13])[C:10](=[O:14])[CH:9]([C:15]([O:17][C:18](C)(C)C)=[O:16])[CH2:8][CH2:7][C:6]=2[CH:22]=1.BrBr. Product: [Br:1][C:2]1[C:3]([O:23][CH3:24])=[CH:4][C:5]2[N:11]([CH2:12][CH3:13])[C:10](=[O:14])[CH:9]([C:15]([O:17][CH3:18])=[O:16])[CH2:8][CH2:7][C:6]=2[CH:22]=1. The catalyst class is: 5. (2) Reactant: [CH:1]([N:3]1[CH:7]=[C:6]([C:8](OCC)=[O:9])[CH:5]=[N:4]1)=[CH2:2].[H-].C([Al+]CC(C)C)C(C)C.C1(C)C=CC=CC=1.CO.O.O.O.O.C(C(C(C([O-])=O)O)O)([O-])=O.[Na+].[K+]. Product: [CH:1]([N:3]1[CH:7]=[C:6]([CH2:8][OH:9])[CH:5]=[N:4]1)=[CH2:2]. The catalyst class is: 27. (3) Reactant: Cl[C:2]1([NH2:20])[N:19]=[CH:18][N:17]=[C:16]2[C:3]1=[N:4][CH2:5][N:6]2[C@@H:7]1[O:15][C@H:12]([CH2:13][OH:14])[C@@H:10]([OH:11])[C@H:8]1[OH:9].[CH:21]1(N)[CH2:25][CH2:24][CH2:23][CH2:22]1. Product: [CH:21]1([NH:20][C:2]2[C:3]3[N:4]=[CH:5][N:6]([C:16]=3[N:17]=[CH:18][N:19]=2)[C@@H:7]2[O:15][C@H:12]([CH2:13][OH:14])[C@@H:10]([OH:11])[C@H:8]2[OH:9])[CH2:25][CH2:24][CH2:23][CH2:22]1. The catalyst class is: 8. (4) The catalyst class is: 31. Product: [CH3:14][C:15]1[C:16]([O:24][CH2:25][C:26]([F:29])([F:27])[F:28])=[N:17][CH:18]=[C:19]([CH:23]=1)[C:20]([NH:1][CH2:2][C:3]1[CH:8]=[CH:7][N:6]=[C:5]([NH:9][C:10](=[O:13])[CH2:11][CH3:12])[CH:4]=1)=[O:21]. Reactant: [NH2:1][CH2:2][C:3]1[CH:8]=[CH:7][N:6]=[C:5]([NH:9][C:10](=[O:13])[CH2:11][CH3:12])[CH:4]=1.[CH3:14][C:15]1[C:16]([O:24][CH2:25][C:26]([F:29])([F:28])[F:27])=[N:17][CH:18]=[C:19]([CH:23]=1)[C:20](O)=[O:21].C(N(CC)C(C)C)(C)C.CN(C(ON1N=NC2C=CC=CC1=2)=[N+](C)C)C.F[P-](F)(F)(F)(F)F.